Dataset: Reaction yield outcomes from USPTO patents with 853,638 reactions. Task: Predict the reaction yield, written as a fraction of the theoretical maximum amount of product (1.0 means a 100% yield; for example, 0.34 means a 34% yield). (1) The reactants are [F:1][C:2]1[CH:7]=[CH:6][C:5]([N:8]2[C:16]3[CH2:15][CH2:14][CH2:13][NH:12][C:11]=3[CH:10]=[N:9]2)=[CH:4][CH:3]=1.[Cl:17][C:18]1[CH:23]=[CH:22][C:21]([CH2:24][C:25](O)=[O:26])=[CH:20][C:19]=1[O:28][C:29]([F:32])([F:31])[F:30].CCN(CC)CC.CN(C(ON1N=NC2C=CC=NC1=2)=[N+](C)C)C.F[P-](F)(F)(F)(F)F. The catalyst is CN(C=O)C. The product is [Cl:17][C:18]1[CH:23]=[CH:22][C:21]([CH2:24][C:25]([N:12]2[CH2:13][CH2:14][CH2:15][C:16]3[N:8]([C:5]4[CH:4]=[CH:3][C:2]([F:1])=[CH:7][CH:6]=4)[N:9]=[CH:10][C:11]2=3)=[O:26])=[CH:20][C:19]=1[O:28][C:29]([F:30])([F:32])[F:31]. The yield is 0.850. (2) The reactants are P([O-])([O-])([O-])=O.[O:6]1[CH2:10][CH2:9][CH2:8]C1.C(#N)C.[N+](C1C=CC(COC(C2N3[C@H](SC=2)C(C(OC(=O)C)C2C=[C:37]4[S:38][CH2:39][CH2:40][N:36]4[N:35]=2)(Br)C3=O)=O)=CC=1)([O-])=O. The catalyst is [Zn].C(OCC)(=O)C. The product is [S:38]1[CH2:39][CH2:40][N:36]2[N:35]=[CH:8][C:9]([CH:10]=[O:6])=[C:37]12. The yield is 0.392. (3) The reactants are [N:1]([CH2:4][C:5]1[CH:6]=[C:7]([CH:39]=[CH:40][CH:41]=1)[C:8]([NH:10][C:11]1[CH:16]=[CH:15][C:14]([N:17]2[CH2:22][CH2:21][CH2:20][CH2:19][CH2:18]2)=[CH:13][C:12]=1[C:23]([NH:25]/[N:26]=[CH:27]/[C:28]1[CH:33]=[CH:32][C:31]([Cl:34])=[C:30]([C:35]([F:38])([F:37])[F:36])[CH:29]=1)=[O:24])=[O:9])=[N+:2]=[N-:3].[C:42]([OH:48])(=[O:47])[CH2:43][CH2:44][C:45]#[CH:46]. No catalyst specified. The product is [Cl:34][C:31]1[CH:32]=[CH:33][C:28](/[CH:27]=[N:26]/[NH:25][C:23]([C:12]2[CH:13]=[C:14]([N:17]3[CH2:18][CH2:19][CH2:20][CH2:21][CH2:22]3)[CH:15]=[CH:16][C:11]=2[NH:10][C:8]([C:7]2[CH:6]=[C:5]([CH:41]=[CH:40][CH:39]=2)[CH2:4][N:1]2[CH:46]=[C:45]([CH2:44][CH2:43][C:42]([OH:48])=[O:47])[N:3]=[N:2]2)=[O:9])=[O:24])=[CH:29][C:30]=1[C:35]([F:38])([F:36])[F:37]. The yield is 0.300. (4) The reactants are [CH:1]1(Br)[CH2:3][CH2:2]1.[Li]C(C)(C)C.[CH3:10][CH:11]([CH3:27])[C@H:12](/[N:19]=[CH:20]/[C:21]1[CH:26]=[CH:25][CH:24]=[CH:23][CH:22]=1)[CH2:13][O:14][Si:15]([CH3:18])([CH3:17])[CH3:16].Cl. The catalyst is C(OCC)C.CCCCC. The product is [CH:1]1([C@@H:20]([C:21]2[CH:22]=[CH:23][CH:24]=[CH:25][CH:26]=2)[NH:19][C@@H:12]([CH:11]([CH3:27])[CH3:10])[CH2:13][O:14][Si:15]([CH3:16])([CH3:17])[CH3:18])[CH2:3][CH2:2]1. The yield is 0.860. (5) The reactants are [OH:1][C:2]1[CH:3]=[C:4]([CH:8]=[CH:9][C:10]=1[CH3:11])[C:5](O)=[O:6].[C:12](=O)([O-])[O-].[K+].[K+].CI.O.CN(C)[CH:23]=[O:24]. No catalyst specified. The product is [CH3:12][O:1][C:2]1[CH:3]=[C:4]([CH:8]=[CH:9][C:10]=1[CH3:11])[C:5]([O:24][CH3:23])=[O:6]. The yield is 0.980. (6) The reactants are [Cl:1][C:2]1[CH:3]=[C:4]([N:23]([C@H:26]2[CH2:31][CH2:30][C@H:29]([N:32]([CH3:34])[CH3:33])[CH2:28][CH2:27]2)[CH2:24][CH3:25])[C:5]([CH3:22])=[C:6]([CH:21]=1)[C:7]([NH:9][CH2:10][C:11]1[C:12]([O:19]C)=[N:13][N:14]([CH2:17][CH3:18])[C:15]=1[CH3:16])=[O:8].B(Br)(Br)Br.C(=O)(O)[O-].[Na+]. No catalyst specified. The product is [Cl:1][C:2]1[CH:3]=[C:4]([N:23]([C@H:26]2[CH2:31][CH2:30][C@H:29]([N:32]([CH3:33])[CH3:34])[CH2:28][CH2:27]2)[CH2:24][CH3:25])[C:5]([CH3:22])=[C:6]([CH:21]=1)[C:7]([NH:9][CH2:10][C:11]1[C:12](=[O:19])[NH:13][N:14]([CH2:17][CH3:18])[C:15]=1[CH3:16])=[O:8]. The yield is 0.340.